This data is from Full USPTO retrosynthesis dataset with 1.9M reactions from patents (1976-2016). The task is: Predict the reactants needed to synthesize the given product. (1) Given the product [CH2:30]([O:29][C:27]1[CH:26]=[CH:25][C:24]([Br:33])=[C:23]([CH:28]=1)[CH2:22][N:13]1[CH2:14][CH2:15][N:10]([C:8]([O:7][C:3]([CH3:6])([CH3:4])[CH3:5])=[O:9])[CH2:11][C:12]1=[O:16])[CH:31]=[CH2:32], predict the reactants needed to synthesize it. The reactants are: [H-].[Na+].[C:3]([O:7][C:8]([N:10]1[CH2:15][CH2:14][NH:13][C:12](=[O:16])[CH2:11]1)=[O:9])([CH3:6])([CH3:5])[CH3:4].CS(O[CH2:22][C:23]1[CH:28]=[C:27]([O:29][CH2:30][CH:31]=[CH2:32])[CH:26]=[CH:25][C:24]=1[Br:33])(=O)=O. (2) Given the product [CH3:1][NH:2][O:3][CH2:4][C:5]1[N:6]([CH2:14][CH2:15][C:16]([OH:18])=[O:17])[C:7]2[C:12]([CH:13]=1)=[CH:11][CH:10]=[CH:9][CH:8]=2, predict the reactants needed to synthesize it. The reactants are: [CH3:1][N:2](C(=O)OCC[Si](C)(C)C)[O:3][CH2:4][C:5]1[N:6]([CH2:14][CH2:15][C:16]([OH:18])=[O:17])[C:7]2[C:12]([CH:13]=1)=[CH:11][CH:10]=[CH:9][CH:8]=2.[F-].[Cs+].CN(C)C=O. (3) Given the product [CH3:1][C:2]1[N:3]=[CH:4][S:5][C:6]=1[C:7]([C:9]1[N:10]=[CH:11][N:12]2[CH:16]=[C:15]([Sn:21]([CH2:22][CH2:23][CH2:24][CH3:25])([CH2:26][CH2:27][CH2:28][CH3:29])[CH2:17][CH2:18][CH2:19][CH3:20])[S:14][C:13]=12)=[O:8], predict the reactants needed to synthesize it. The reactants are: [CH3:1][C:2]1[N:3]=[CH:4][S:5][C:6]=1[C:7]([C:9]1[N:10]=[CH:11][N:12]2[CH:16]=[CH:15][S:14][C:13]=12)=[O:8].[CH2:17]([Sn:21](Cl)([CH2:26][CH2:27][CH2:28][CH3:29])[CH2:22][CH2:23][CH2:24][CH3:25])[CH2:18][CH2:19][CH3:20].C[Si]([N-][Si](C)(C)C)(C)C.[Li+].C1COCC1. (4) Given the product [CH3:16][O:17][CH2:18][O:1][C:2]1[CH:3]=[C:4]([CH:7]=[CH:8][CH:9]=1)[CH:5]=[O:6], predict the reactants needed to synthesize it. The reactants are: [OH:1][C:2]1[CH:3]=[C:4]([CH:7]=[CH:8][CH:9]=1)[CH:5]=[O:6].C(=O)([O-])[O-].[K+].[K+].[CH3:16][O:17][CH2:18]Cl. (5) Given the product [C:27]([NH:26][C:23]1[S:24][CH2:25][C:5]2([N:22]=1)[C:6]1[CH:7]=[C:8]([C:16]3[CH:17]=[N:18][CH:19]=[N:20][CH:21]=3)[CH:9]=[CH:10][C:11]=1[O:12][C:13]1[C:4]2=[CH:3][C:2]([B:39]2[O:40][C:41]([CH3:46])([CH3:47])[C:42]([CH3:44])([CH3:45])[O:43]2)=[CH:15][CH:14]=1)([CH3:30])([CH3:28])[CH3:29], predict the reactants needed to synthesize it. The reactants are: Br[C:2]1[CH:15]=[CH:14][C:13]2[O:12][C:11]3[C:6](=[CH:7][C:8]([C:16]4[CH:17]=[N:18][CH:19]=[N:20][CH:21]=4)=[CH:9][CH:10]=3)[C:5]3([CH2:25][S:24][C:23]([NH:26][C:27]([CH3:30])([CH3:29])[CH3:28])=[N:22]3)[C:4]=2[CH:3]=1.[CH3:46][C:41]1([CH3:47])[C:42]([CH3:45])([CH3:44])[O:43][B:39]([B:39]2[O:43][C:42]([CH3:45])([CH3:44])[C:41]([CH3:47])([CH3:46])[O:40]2)[O:40]1.C([O-])(=O)C.[K+].CC(C1C=C(C(C)C)C(C2C=CC=CC=2P(C2CCCCC2)C2CCCCC2)=C(C(C)C)C=1)C.O1CCOCC1. (6) The reactants are: [C:1]([C:4]1[C:5]([C:22](=O)[CH3:23])=[C:6]([CH3:21])[N:7]([C:10]2[CH:15]=[CH:14][C:13]([O:16][CH2:17][CH3:18])=[C:12]([CH3:19])[C:11]=2[CH3:20])[C:8]=1[CH3:9])(=O)[CH3:2].[NH2:25][NH2:26]. Given the product [CH2:17]([O:16][C:13]1[CH:14]=[CH:15][C:10]([N:7]2[C:8]([CH3:9])=[C:4]3[C:5]([C:22]([CH3:23])=[N:25][N:26]=[C:1]3[CH3:2])=[C:6]2[CH3:21])=[C:11]([CH3:20])[C:12]=1[CH3:19])[CH3:18], predict the reactants needed to synthesize it. (7) Given the product [ClH:34].[C:17]([NH:16][C:15]([C@H:13]1[CH2:12][CH2:11][C@H:10]([NH:22][C:23]([C:25]2[NH:26][C:27]3[C:32]([CH:33]=2)=[CH:31][C:30]([Cl:34])=[CH:29][CH:28]=3)=[O:24])[C@H:9]([NH:8][C:6]([C:44]2[S:45][C:39]3[CH2:38][N:37]([CH3:36])[CH2:42][CH2:41][C:40]=3[N:43]=2)=[O:5])[CH2:14]1)=[O:21])([CH3:18])([CH3:20])[CH3:19], predict the reactants needed to synthesize it. The reactants are: C([O:5][C:6]([NH:8][C@@H:9]1[CH2:14][C@@H:13]([C:15](=[O:21])[NH:16][C:17]([CH3:20])([CH3:19])[CH3:18])[CH2:12][CH2:11][C@@H:10]1[NH:22][C:23]([C:25]1[NH:26][C:27]2[C:32]([CH:33]=1)=[CH:31][C:30]([Cl:34])=[CH:29][CH:28]=2)=[O:24])=O)(C)(C)C.Cl.[CH3:36][N:37]1[CH2:42][CH2:41][C:40]2[N:43]=[C:44](C([O-])=O)[S:45][C:39]=2[CH2:38]1.[Li+]. (8) Given the product [Cl:1][C:2]1[CH:13]=[CH:12][C:5]([C:6](=[O:7])[CH3:15])=[C:4]([F:14])[CH:3]=1, predict the reactants needed to synthesize it. The reactants are: [Cl:1][C:2]1[CH:13]=[CH:12][C:5]([C:6](N(OC)C)=[O:7])=[C:4]([F:14])[CH:3]=1.[CH3:15]COCC.C[Mg+].[Br-].